Dataset: Reaction yield outcomes from USPTO patents with 853,638 reactions. Task: Predict the reaction yield, written as a fraction of the theoretical maximum amount of product (1.0 means a 100% yield; for example, 0.34 means a 34% yield). The reactants are [H-].[Na+].[CH3:3][C:4]([C:6]1[CH:11]=[CH:10][CH:9]=[C:8]([Cl:12])[CH:7]=1)=[O:5].[C:13](OCC)(=[O:19])[C:14]([O:16][CH2:17][CH3:18])=[O:15].Cl. The catalyst is CN(C=O)C.CC(=O)OCC. The product is [CH2:17]([O:16][C:14](=[O:15])[C:13](=[O:19])[CH2:3][C:4]([C:6]1[CH:11]=[CH:10][CH:9]=[C:8]([Cl:12])[CH:7]=1)=[O:5])[CH3:18]. The yield is 0.670.